This data is from NCI-60 drug combinations with 297,098 pairs across 59 cell lines. The task is: Regression. Given two drug SMILES strings and cell line genomic features, predict the synergy score measuring deviation from expected non-interaction effect. (1) Drug 1: CC1=CC=C(C=C1)C2=CC(=NN2C3=CC=C(C=C3)S(=O)(=O)N)C(F)(F)F. Drug 2: CC1CCCC2(C(O2)CC(NC(=O)CC(C(C(=O)C(C1O)C)(C)C)O)C(=CC3=CSC(=N3)C)C)C. Cell line: OVCAR-5. Synergy scores: CSS=49.0, Synergy_ZIP=3.98, Synergy_Bliss=0.618, Synergy_Loewe=-31.0, Synergy_HSA=-0.850. (2) Drug 1: CC1C(C(CC(O1)OC2CC(CC3=C2C(=C4C(=C3O)C(=O)C5=C(C4=O)C(=CC=C5)OC)O)(C(=O)C)O)N)O.Cl. Drug 2: C1=CC(=CC=C1CC(C(=O)O)N)N(CCCl)CCCl.Cl. Cell line: SK-OV-3. Synergy scores: CSS=19.0, Synergy_ZIP=-2.76, Synergy_Bliss=4.29, Synergy_Loewe=-4.57, Synergy_HSA=4.53. (3) Drug 1: CCN(CC)CCCC(C)NC1=C2C=C(C=CC2=NC3=C1C=CC(=C3)Cl)OC. Drug 2: CC1C(C(CC(O1)OC2CC(CC3=C2C(=C4C(=C3O)C(=O)C5=C(C4=O)C(=CC=C5)OC)O)(C(=O)CO)O)N)O.Cl. Cell line: HCT116. Synergy scores: CSS=36.7, Synergy_ZIP=-8.93, Synergy_Bliss=-15.5, Synergy_Loewe=-12.9, Synergy_HSA=-11.5. (4) Drug 1: CS(=O)(=O)CCNCC1=CC=C(O1)C2=CC3=C(C=C2)N=CN=C3NC4=CC(=C(C=C4)OCC5=CC(=CC=C5)F)Cl. Drug 2: C1C(C(OC1N2C=NC(=NC2=O)N)CO)O. Cell line: OVCAR3. Synergy scores: CSS=15.6, Synergy_ZIP=-2.93, Synergy_Bliss=0.339, Synergy_Loewe=-5.27, Synergy_HSA=-3.69.